This data is from Orexin1 receptor HTS with 218,158 compounds and 233 confirmed actives. The task is: Binary Classification. Given a drug SMILES string, predict its activity (active/inactive) in a high-throughput screening assay against a specified biological target. (1) The compound is Brc1c(nn(c1)C)C(=O)NNC(=O)Cc1ccc(Cl)cc1. The result is 0 (inactive). (2) The molecule is [O-]C(=O)c1ccc([n+]2c(cc(cc2c2ccccc2)c2ccccc2)c2ccccc2)cc1. The result is 0 (inactive). (3) The compound is OC(=O)c1c2CCCC(=c2[nH]c2c1cccc2)/C=C1\C=C(OC)C(=O)C(OC)=C1. The result is 0 (inactive). (4) The drug is S(=O)(=O)(CCC(N1C(=O)c2c(C1=O)cccc2)C(Oc1ccc(cc1)C(=O)C)=O)C. The result is 0 (inactive). (5) The molecule is O(c1cc(C(=O)NCCNC(=O)c2nccnc2)ccc1OC)C. The result is 0 (inactive). (6) The drug is S(=O)(=O)(N1CCN(CC1)C(=O)c1cc(OC)ccc1)C. The result is 0 (inactive). (7) The molecule is s1c(CC(OCC(=O)NC2C(C(CCC2)C)C)=O)c(nc1N)c1ccc(cc1)C. The result is 0 (inactive). (8) The result is 0 (inactive). The compound is Clc1cc(NC(=O)CN(CC)C(=O)c2nn3c(cc(nc3n2)C)C)c(cc1)C. (9) The drug is O1C(CCC1)CNc1nc(NCCC(C)C)nc(N)c1[N+]([O-])=O. The result is 0 (inactive).